This data is from Forward reaction prediction with 1.9M reactions from USPTO patents (1976-2016). The task is: Predict the product of the given reaction. The product is: [CH2:1]([N:8]1[CH2:12][C@H:11]([CH3:13])[C@@H:10]([C:14]([NH:16][CH:20]2[CH2:21][CH2:26]2)=[O:15])[CH2:9]1)[C:2]1[CH:3]=[CH:4][CH:5]=[CH:6][CH:7]=1. Given the reactants [CH2:1]([N:8]1[CH2:12][C@H:11]([CH3:13])[C@@H:10]([C:14]([N:16]2[C@@H:20]([C:21]3[CH:26]=CC=CC=3)COC2=O)=[O:15])[CH2:9]1)[C:2]1[CH:7]=[CH:6][CH:5]=[CH:4][CH:3]=1, predict the reaction product.